Dataset: Forward reaction prediction with 1.9M reactions from USPTO patents (1976-2016). Task: Predict the product of the given reaction. Given the reactants [O:1]([CH2:8][CH2:9][CH2:10][CH2:11][CH2:12][CH2:13]Br)[C:2]1[CH:7]=[CH:6][CH:5]=[CH:4][CH:3]=1.[C:15]([O-:19])(=[O:18])[CH:16]=[CH2:17].[K+].[I-].[K+], predict the reaction product. The product is: [C:15]([O:19][CH2:13][CH2:12][CH2:11][CH2:10][CH2:9][CH2:8][O:1][C:2]1[CH:7]=[CH:6][CH:5]=[CH:4][CH:3]=1)(=[O:18])[CH:16]=[CH2:17].